This data is from Forward reaction prediction with 1.9M reactions from USPTO patents (1976-2016). The task is: Predict the product of the given reaction. (1) Given the reactants [CH2:1]([OH:4])[CH2:2][OH:3].C(N(CC)C(C)C)(C)C.CS([C:18]1[N:19]=[CH:20][C:21]2[C:26]([C:27]3[CH:32]=[CH:31][CH:30]=[CH:29][CH:28]=3)=[C:25]([C:33]3[CH:38]=[CH:37][C:36]([C:39]4([NH:43][C:44](=[O:50])[O:45][C:46]([CH3:49])([CH3:48])[CH3:47])[CH2:42][CH2:41][CH2:40]4)=[CH:35][CH:34]=3)[O:24][C:22]=2[N:23]=1)(=O)=O, predict the reaction product. The product is: [OH:3][CH2:2][CH2:1][O:4][C:18]1[N:19]=[CH:20][C:21]2[C:26]([C:27]3[CH:28]=[CH:29][CH:30]=[CH:31][CH:32]=3)=[C:25]([C:33]3[CH:38]=[CH:37][C:36]([C:39]4([NH:43][C:44](=[O:50])[O:45][C:46]([CH3:48])([CH3:47])[CH3:49])[CH2:40][CH2:41][CH2:42]4)=[CH:35][CH:34]=3)[O:24][C:22]=2[N:23]=1. (2) Given the reactants Cl[C:2]1[N:7]=[CH:6][C:5]([O:8][CH:9]2[CH2:14][CH2:13][N:12]([C:15]([O:17][C:18]([CH3:21])([CH3:20])[CH3:19])=[O:16])[CH2:11][CH2:10]2)=[CH:4][CH:3]=1.[O:22]=[C:23]1[CH2:27][CH2:26][CH2:25][N:24]1[C:28]1[CH:29]=[C:30]2[C:34](=[CH:35][CH:36]=1)[N:33](C(OC(C)(C)C)=O)[CH:32]=[CH:31]2, predict the reaction product. The product is: [C:18]([O:17][C:15]([N:12]1[CH2:13][CH2:14][CH:9]([O:8][C:5]2[CH:6]=[N:7][C:2]([N:33]3[C:34]4[C:30](=[CH:29][C:28]([N:24]5[CH2:25][CH2:26][CH2:27][C:23]5=[O:22])=[CH:36][CH:35]=4)[CH:31]=[CH:32]3)=[CH:3][CH:4]=2)[CH2:10][CH2:11]1)=[O:16])([CH3:21])([CH3:20])[CH3:19]. (3) Given the reactants [OH:1][C:2]1[S:3][C:4]([C:13]([OH:15])=O)=[C:5]([C:7]2[CH:12]=[CH:11][CH:10]=[CH:9][CH:8]=2)[N:6]=1.Cl.C[N:18]([CH3:27])CCCN=C=NCC.[OH2:28].O[N:30]1[C:34]2[CH:35]=[CH:36][CH:37]=[CH:38][C:33]=2N=N1.[CH2:39]([N:41](CC)[CH2:42][CH3:43])[CH3:40], predict the reaction product. The product is: [OH:1][C:2]1[S:3][C:4]([C:13]([N:41]2[CH2:42][CH2:43][N:30]([C:34]3[CH:33]=[C:38]([CH:37]=[CH:36][CH:35]=3)[C:27]([NH2:18])=[O:28])[CH2:40][CH2:39]2)=[O:15])=[C:5]([C:7]2[CH:8]=[CH:9][CH:10]=[CH:11][CH:12]=2)[N:6]=1. (4) Given the reactants I[C:2]1[CH:3]=[C:4]2[C:9](=[CH:10][CH:11]=1)[N:8]([CH2:12][C:13]1([NH:21][C:22](=[O:28])[O:23][C:24]([CH3:27])([CH3:26])[CH3:25])[CH2:18][O:17][C:16]([CH3:20])([CH3:19])[O:15][CH2:14]1)[CH2:7][CH2:6][CH2:5]2.I[C:30]1[CH:31]=[C:32]2[C:36](=[CH:37][CH:38]=1)[CH2:35]N(C(C1C=CC=CC=1)(C1C=CC=CC=1)C1C=CC=CC=1)[CH2:33]2, predict the reaction product. The product is: [CH3:19][C:16]1([CH3:20])[O:15][CH2:14][C:13]([NH:21][C:22](=[O:28])[O:23][C:24]([CH3:27])([CH3:26])[CH3:25])([CH2:12][N:8]2[C:9]3[C:4](=[CH:3][C:2]([C:33]#[C:32][CH2:31][CH2:30][CH2:38][CH2:37][CH2:36][CH3:35])=[CH:11][CH:10]=3)[CH2:5][CH2:6][CH2:7]2)[CH2:18][O:17]1. (5) Given the reactants [CH3:1][C:2]1[C:7]([C:8](=[O:10])[CH3:9])=[CH:6][CH:5]=[CH:4][N:3]=1.[Br:11]Br, predict the reaction product. The product is: [BrH:11].[Br:11][CH2:9][C:8]([C:7]1[C:2]([CH3:1])=[N:3][CH:4]=[CH:5][CH:6]=1)=[O:10]. (6) Given the reactants [NH2:1][C:2]1[CH:3]=[N:4][CH:5]=[CH:6][C:7]=1[N:8]1[CH2:13][CH2:12][CH2:11][C@H:10]([NH:14][C:15](=[O:21])[O:16][C:17]([CH3:20])([CH3:19])[CH3:18])[CH2:9]1.[Br:22][C:23]1[S:24][CH:25]=[C:26]([C:28](O)=[O:29])[N:27]=1.C1C=NC2N(O)N=NC=2C=1.C(Cl)CCl, predict the reaction product. The product is: [Br:22][C:23]1[S:24][CH:25]=[C:26]([C:28]([NH:1][C:2]2[CH:3]=[N:4][CH:5]=[CH:6][C:7]=2[N:8]2[CH2:13][CH2:12][CH2:11][C@H:10]([NH:14][C:15](=[O:21])[O:16][C:17]([CH3:18])([CH3:20])[CH3:19])[CH2:9]2)=[O:29])[N:27]=1.